Regression. Given a peptide amino acid sequence and an MHC pseudo amino acid sequence, predict their binding affinity value. This is MHC class I binding data. From a dataset of Peptide-MHC class I binding affinity with 185,985 pairs from IEDB/IMGT. (1) The peptide sequence is YSHINFILA. The MHC is H-2-Db with pseudo-sequence H-2-Db. The binding affinity (normalized) is 0.832. (2) The peptide sequence is KLQPSDTLL. The MHC is HLA-A26:01 with pseudo-sequence HLA-A26:01. The binding affinity (normalized) is 0.0847. (3) The peptide sequence is LRLSFNVDF. The MHC is HLA-B27:05 with pseudo-sequence HLA-B27:05. The binding affinity (normalized) is 0.366. (4) The peptide sequence is TPGPGVRYPL. The MHC is HLA-A23:01 with pseudo-sequence HLA-A23:01. The binding affinity (normalized) is 0. (5) The peptide sequence is LLDLEGHIL. The MHC is HLA-B46:01 with pseudo-sequence HLA-B46:01. The binding affinity (normalized) is 0.0847. (6) The peptide sequence is KAGQYVTIW. The MHC is Mamu-A2601 with pseudo-sequence Mamu-A2601. The binding affinity (normalized) is 0. (7) The peptide sequence is YTSGPGIRF. The MHC is Mamu-A02 with pseudo-sequence Mamu-A02. The binding affinity (normalized) is 0.936. (8) The peptide sequence is DPKKTGGPI. The MHC is HLA-B57:01 with pseudo-sequence HLA-B57:01. The binding affinity (normalized) is 0.0847. (9) The peptide sequence is AEFPVGSTA. The MHC is HLA-A30:01 with pseudo-sequence HLA-A30:01. The binding affinity (normalized) is 0.0847.